This data is from Peptide-MHC class II binding affinity with 134,281 pairs from IEDB. The task is: Regression. Given a peptide amino acid sequence and an MHC pseudo amino acid sequence, predict their binding affinity value. This is MHC class II binding data. The peptide sequence is KIIGGIGGFVKVRQYDQIPI. The MHC is DRB1_0404 with pseudo-sequence DRB1_0404. The binding affinity (normalized) is 0.227.